This data is from Forward reaction prediction with 1.9M reactions from USPTO patents (1976-2016). The task is: Predict the product of the given reaction. Given the reactants NC(C1SC(C(O)=O)=CC=1)C.[C:12]([C:15]1[CH:23]=[CH:22][C:18]([C:19]([OH:21])=O)=[CH:17][CH:16]=1)(=[O:14])[CH3:13].[NH2:24][C:25]1[CH:30]=[CH:29][N:28]=[CH:27][CH:26]=1, predict the reaction product. The product is: [C:12]([C:15]1[CH:16]=[CH:17][C:18]([C:19]([NH:24][C:25]2[CH:30]=[CH:29][N:28]=[CH:27][CH:26]=2)=[O:21])=[CH:22][CH:23]=1)(=[O:14])[CH3:13].